From a dataset of Forward reaction prediction with 1.9M reactions from USPTO patents (1976-2016). Predict the product of the given reaction. (1) Given the reactants [C:1]([N:8]1[CH2:13][CH2:12][C:11](=O)[CH2:10][CH2:9]1)([O:3][C:4]([CH3:7])([CH3:6])[CH3:5])=[O:2].Cl.[F:16][C:17]([F:28])([F:27])[C:18]1[CH:19]=[C:20]([CH:24]=[CH:25][CH:26]=1)[CH2:21][O:22][NH2:23].C([O-])(=O)C.[Na+], predict the reaction product. The product is: [C:4]([O:3][C:1]([N:8]1[CH2:13][CH2:12][C:11](=[N:23][O:22][CH2:21][C:20]2[CH:24]=[CH:25][CH:26]=[C:18]([C:17]([F:16])([F:28])[F:27])[CH:19]=2)[CH2:10][CH2:9]1)=[O:2])([CH3:7])([CH3:6])[CH3:5]. (2) Given the reactants [O:1]=[C:2]1[N:13]([CH:14]2[CH:21]3[CH2:22][C:17]4([C:24]([NH2:26])=O)[CH2:18][CH:19]([CH2:23][CH:15]2[CH2:16]4)[CH2:20]3)[C:5]2=[C:6]3[CH:12]=[CH:11][NH:10][C:7]3=[N:8][CH:9]=[C:4]2[NH:3]1.ClC1N=C(Cl)N=C(Cl)N=1.C(=O)([O-])O.[Na+], predict the reaction product. The product is: [O:1]=[C:2]1[N:13]([CH:14]2[CH:21]3[CH2:22][C:17]4([C:24]#[N:26])[CH2:18][CH:19]([CH2:23][CH:15]2[CH2:16]4)[CH2:20]3)[C:5]2=[C:6]3[CH:12]=[CH:11][NH:10][C:7]3=[N:8][CH:9]=[C:4]2[NH:3]1. (3) Given the reactants C(OC([N:8]1[CH2:13][CH2:12][C:11](=O)[CH2:10][CH2:9]1)=O)(C)(C)C.[F:15][C:16]1[CH:21]=[CH:20][C:19]([CH:22]=[CH:23][N+:24]([O-])=O)=[CH:18][CH:17]=1, predict the reaction product. The product is: [CH2:22]([N:24]1[C:11]2[CH2:10][CH2:9][NH:8][CH2:13][C:12]=2[C:22]([C:19]2[CH:20]=[CH:21][C:16]([F:15])=[CH:17][CH:18]=2)=[CH:23]1)[C:19]1[CH:20]=[CH:21][CH:16]=[CH:17][CH:18]=1. (4) The product is: [C:1]([C:5]1[CH:6]=[CH:7][C:8]([N:11]2[CH2:16][CH2:15][O:14][C@H:13]([C@@H:17]([OH:30])[C:18]([NH:20][C:21]3[CH:26]=[CH:25][C:24]([C:27](=[N:32][OH:33])[NH2:28])=[CH:23][C:22]=3[Cl:29])=[O:19])[C:12]2=[O:31])=[CH:9][CH:10]=1)([CH3:4])([CH3:2])[CH3:3]. Given the reactants [C:1]([C:5]1[CH:10]=[CH:9][C:8]([N:11]2[CH2:16][CH2:15][O:14][C@H:13]([C@@H:17]([OH:30])[C:18]([NH:20][C:21]3[CH:26]=[CH:25][C:24]([C:27]#[N:28])=[CH:23][C:22]=3[Cl:29])=[O:19])[C:12]2=[O:31])=[CH:7][CH:6]=1)([CH3:4])([CH3:3])[CH3:2].[NH2:32][OH:33], predict the reaction product. (5) The product is: [Cl:1][C:2]1[CH:3]=[C:4]([S:9]([N:12]2[CH2:29][CH2:28][CH2:27][C@H:13]2[C:14]([NH:16][C@@H:17]([CH2:18][CH2:19][C:20](=[O:21])[N:60]2[CH2:65][CH2:64][CH:63]([CH2:66][N:67]3[CH2:71][CH2:70][O:69][C:68]3=[O:72])[CH2:62][CH2:61]2)[C:23]([O:25][CH3:26])=[O:24])=[O:15])(=[O:11])=[O:10])[CH:5]=[C:6]([Cl:8])[CH:7]=1. Given the reactants [Cl:1][C:2]1[CH:3]=[C:4]([S:9]([N:12]2[CH2:29][CH2:28][CH2:27][C@H:13]2[C:14]([NH:16][C@H:17]([C:23]([O:25][CH3:26])=[O:24])[CH2:18][CH2:19][C:20]([O-])=[O:21])=[O:15])(=[O:11])=[O:10])[CH:5]=[C:6]([Cl:8])[CH:7]=1.CCN=C=NCCCN(C)C.Cl.C1C=CC2N(O)N=NC=2C=1.CN1CCOCC1.Cl.[NH:60]1[CH2:65][CH2:64][CH:63]([CH2:66][N:67]2[CH2:71][CH2:70][O:69][C:68]2=[O:72])[CH2:62][CH2:61]1, predict the reaction product.